From a dataset of Forward reaction prediction with 1.9M reactions from USPTO patents (1976-2016). Predict the product of the given reaction. Given the reactants FC(F)(F)C(O)=O.[F:8][C:9]([F:24])([F:23])[C:10]([N:12]1[CH2:17][C:16]2([CH2:22][CH2:21][NH:20][CH2:19][CH2:18]2)[O:15][CH2:14][CH2:13]1)=[O:11].[Si:25]([O:32][CH2:33][CH2:34][C:35]1[CH:36]=[C:37]([CH:40]=O)[S:38][CH:39]=1)([C:28]([CH3:31])([CH3:30])[CH3:29])([CH3:27])[CH3:26].[Si](OCCC1C=CSC=1C=O)(C(C)(C)C)(C)C.C(O[BH-](OC(=O)C)OC(=O)C)(=O)C.[Na+], predict the reaction product. The product is: [Si:25]([O:32][CH2:33][CH2:34][C:35]1[CH:36]=[C:37]([CH2:40][N:20]2[CH2:21][CH2:22][C:16]3([O:15][CH2:14][CH2:13][N:12]([C:10](=[O:11])[C:9]([F:8])([F:23])[F:24])[CH2:17]3)[CH2:18][CH2:19]2)[S:38][CH:39]=1)([C:28]([CH3:29])([CH3:31])[CH3:30])([CH3:27])[CH3:26].